From a dataset of Full USPTO retrosynthesis dataset with 1.9M reactions from patents (1976-2016). Predict the reactants needed to synthesize the given product. Given the product [C:1]([C:5]1[CH:23]=[CH:22][C:8]([C:9]([NH:11][C:12]2[N:13]=[C:14]3[CH:19]=[CH:18][C:17]([NH:39][CH2:38][C:34]4[CH:33]=[N:32][CH:37]=[CH:36][CH:35]=4)=[N:16][N:15]3[CH:21]=2)=[O:10])=[CH:7][CH:6]=1)([CH3:4])([CH3:3])[CH3:2], predict the reactants needed to synthesize it. The reactants are: [C:1]([C:5]1[CH:23]=[CH:22][C:8]([C:9]([NH:11][C:12]2[N:13]=[C:14]3[CH:19]=[CH:18][C:17](I)=[N:16][N:15]3[CH:21]=2)=[O:10])=[CH:7][CH:6]=1)([CH3:4])([CH3:3])[CH3:2].N1CCC[C@H]1C(O)=O.[N:32]1[CH:37]=[CH:36][CH:35]=[C:34]([CH2:38][NH2:39])[CH:33]=1.C(=O)([O-])[O-].[K+].[K+].